This data is from Catalyst prediction with 721,799 reactions and 888 catalyst types from USPTO. The task is: Predict which catalyst facilitates the given reaction. Reactant: Cl[C:2]([O:4][CH2:5][CH:6]=[CH2:7])=[O:3].[C:8]1([C@@H:14]2[CH2:16][C@H:15]2[NH:17][CH2:18][CH:19]2[CH2:24][CH2:23][N:22]([C:25]([O:27][C:28]([CH3:31])([CH3:30])[CH3:29])=[O:26])[CH2:21][CH2:20]2)[CH:13]=[CH:12][CH:11]=[CH:10][CH:9]=1.C(N(CC)C(C)C)(C)C. Product: [CH2:5]([O:4][C:2]([N:17]([CH2:18][CH:19]1[CH2:24][CH2:23][N:22]([C:25]([O:27][C:28]([CH3:31])([CH3:30])[CH3:29])=[O:26])[CH2:21][CH2:20]1)[C@@H:15]1[CH2:16][C@H:14]1[C:8]1[CH:13]=[CH:12][CH:11]=[CH:10][CH:9]=1)=[O:3])[CH:6]=[CH2:7]. The catalyst class is: 2.